Predict the reaction yield, written as a fraction of the theoretical maximum amount of product (1.0 means a 100% yield; for example, 0.34 means a 34% yield). From a dataset of Reaction yield outcomes from USPTO patents with 853,638 reactions. The reactants are C(=O)([O-])[O-].[K+].[K+].[I-].[K+].[Cl:9][C:10]1[C:11]([CH3:17])=[CH:12][C:13]([OH:16])=[CH:14][CH:15]=1.[CH3:18][N:19]([CH3:36])[C:20]([O:22][C:23]1[CH:24]=[C:25]2[C:30](=[CH:31][CH:32]=1)[C@@H:29]([CH2:33][CH2:34]Br)[NH:28][CH2:27][CH2:26]2)=[O:21].[F:37][C:38]([F:43])([F:42])[C:39]([NH2:41])=[O:40]. The catalyst is CN(C)C=O.O. The product is [F:37][C:38]([F:43])([F:42])[C:39]([NH2:41])=[O:40].[CH3:18][N:19]([CH3:36])[C:20]([O:22][C:23]1[CH:24]=[C:25]2[C:30](=[CH:31][CH:32]=1)[C@@H:29]([CH2:33][CH2:34][O:16][C:13]1[CH:14]=[CH:15][C:10]([Cl:9])=[C:11]([CH3:17])[CH:12]=1)[NH:28][CH2:27][CH2:26]2)=[O:21]. The yield is 0.840.